Task: Predict the reactants needed to synthesize the given product.. Dataset: Full USPTO retrosynthesis dataset with 1.9M reactions from patents (1976-2016) (1) Given the product [Cl:1][C:2]1[CH:3]=[CH:4][C:5]2[N:6]([C:8]([CH:11]([C:14]3[CH:15]=[C:16]4[C:20](=[CH:21][CH:22]=3)[N:19]([CH3:23])[N:18]=[CH:17]4)[CH3:12])=[CH:9][N:10]=2)[N:7]=1, predict the reactants needed to synthesize it. The reactants are: [Cl:1][C:2]1[CH:3]=[CH:4][C:5]2[N:6]([C:8]([C:11]([C:14]3[CH:15]=[C:16]4[C:20](=[CH:21][CH:22]=3)[N:19]([CH3:23])[N:18]=[CH:17]4)(O)[CH3:12])=[CH:9][N:10]=2)[N:7]=1.II.O[PH2]=O.ClC1C=CC2N(C(CC3C=C4C(=CC=3)N(C)N=C4)=CN=2)N=1. (2) The reactants are: [C:1]([O:5][C:6](=[O:20])[NH:7][C:8]1([C:12]2[CH:17]=[CH:16][C:15]([C:18]#N)=[CH:14][CH:13]=2)[CH2:11][CH2:10][CH2:9]1)([CH3:4])([CH3:3])[CH3:2].C([Mg]Cl)(C)C.[CH2:26]([Mg]Cl)[C:27]1[CH:32]=[CH:31][CH:30]=[CH:29][CH:28]=1.C1C[O:38]CC1. Given the product [C:27]1([CH2:26][C:18]([C:15]2[CH:16]=[CH:17][C:12]([C:8]3([NH:7][C:6](=[O:20])[O:5][C:1]([CH3:4])([CH3:3])[CH3:2])[CH2:11][CH2:10][CH2:9]3)=[CH:13][CH:14]=2)=[O:38])[CH:32]=[CH:31][CH:30]=[CH:29][CH:28]=1, predict the reactants needed to synthesize it.